From a dataset of Forward reaction prediction with 1.9M reactions from USPTO patents (1976-2016). Predict the product of the given reaction. (1) Given the reactants Cl[C:2]1[CH:9]=[CH:8][C:5]([C:6]#[N:7])=[CH:4][N:3]=1.[CH2:10]([OH:17])[C:11]1[CH:16]=[CH:15][CH:14]=[CH:13][CH:12]=1.[H-].[Na+].C(OC(=O)C)C.O, predict the reaction product. The product is: [CH2:10]([O:17][C:2]1[CH:9]=[CH:8][C:5]([C:6]#[N:7])=[CH:4][N:3]=1)[C:11]1[CH:16]=[CH:15][CH:14]=[CH:13][CH:12]=1. (2) Given the reactants Cl.N[CH2:3][CH2:4][SH:5].C1(C)C=CC=CC=1.C(N(CC)CC)C.[CH3:20][C:21]1[CH:40]=[CH:39][C:38]([CH3:41])=[CH:37][C:22]=1[O:23][CH2:24][C:25]1[CH:30]=[CH:29][CH:28]=[CH:27][C:26]=1[C:31](=[N:34][O:35][CH3:36])[C:32]#[N:33], predict the reaction product. The product is: [CH3:36][O:35][N:34]=[C:31]([C:32]1[S:5][CH2:4][CH2:3][N:33]=1)[C:26]1[CH:27]=[CH:28][CH:29]=[CH:30][C:25]=1[CH2:24][O:23][C:22]1[CH:37]=[C:38]([CH3:41])[CH:39]=[CH:40][C:21]=1[CH3:20]. (3) Given the reactants Cl[C:2]1[C:3]2[CH2:16][CH2:15][N:14]([C:17](=[O:19])[CH3:18])[C:4]=2[N:5]=[C:6]([N:8]2[CH2:13][CH2:12][O:11][CH2:10][CH2:9]2)[N:7]=1.CC1(C)C(C)(C)OB([C:28]2[CH:33]=[CH:32][N:31]=[CH:30][CH:29]=2)O1.P([O-])([O-])([O-])=O.[K+].[K+].[K+].O, predict the reaction product. The product is: [N:8]1([C:6]2[N:7]=[C:2]([C:28]3[CH:33]=[CH:32][N:31]=[CH:30][CH:29]=3)[C:3]3[CH2:16][CH2:15][N:14]([C:17](=[O:19])[CH3:18])[C:4]=3[N:5]=2)[CH2:13][CH2:12][O:11][CH2:10][CH2:9]1. (4) Given the reactants [OH-].[NH4+:2].[F:3][C:4]1[CH:5]=[CH:6][C:7]2[N:8]([C:10]([C:13]3[N:18]=[C:17]([NH:19][C@@H:20]4[CH2:25][CH2:24][CH2:23][N:22]([C:26]([CH3:38])([CH3:37])[C:27]([O:29]N5C(=O)CCC5=O)=O)[CH2:21]4)[CH:16]=[CH:15][N:14]=3)=[CH:11][N:12]=2)[CH:9]=1.Cl, predict the reaction product. The product is: [F:3][C:4]1[CH:5]=[CH:6][C:7]2[N:8]([C:10]([C:13]3[N:18]=[C:17]([NH:19][C@@H:20]4[CH2:25][CH2:24][CH2:23][N:22]([C:26]([CH3:37])([CH3:38])[C:27]([NH2:2])=[O:29])[CH2:21]4)[CH:16]=[CH:15][N:14]=3)=[CH:11][N:12]=2)[CH:9]=1. (5) Given the reactants [Cl:1][C:2]1[CH:7]=[C:6]2[NH:8][C:9](=[O:45])[C:10]3([CH:15]([C:16]4[CH:21]=[C:20]([Cl:22])[CH:19]=[CH:18][C:17]=4[O:23][C:24]([CH2:34][CH3:35])([C:27]([NH:29][S:30]([CH3:33])(=[O:32])=[O:31])=[O:28])[CH2:25][CH3:26])[CH2:14][C:13](=[O:36])[NH:12][CH:11]3[C:37]3[CH:42]=[C:41]([Cl:43])[CH:40]=[CH:39][C:38]=3[CH3:44])[C:5]2=[CH:4][CH:3]=1.[C:46](OC(=O)C)(=[O:48])[CH3:47], predict the reaction product. The product is: [C:46]([N:8]1[C:6]2[C:5](=[CH:4][CH:3]=[C:2]([Cl:1])[CH:7]=2)[C:10]2([CH:15]([C:16]3[CH:21]=[C:20]([Cl:22])[CH:19]=[CH:18][C:17]=3[O:23][C:24]([CH2:34][CH3:35])([C:27]([NH:29][S:30]([CH3:33])(=[O:32])=[O:31])=[O:28])[CH2:25][CH3:26])[CH2:14][C:13](=[O:36])[NH:12][CH:11]2[C:37]2[CH:42]=[C:41]([Cl:43])[CH:40]=[CH:39][C:38]=2[CH3:44])[C:9]1=[O:45])(=[O:48])[CH3:47]. (6) Given the reactants [CH3:1][S:2]([O:5][CH2:6][C:7]1[CH:12]=[C:11](Br)[CH:10]=[CH:9][C:8]=1[O:14][CH3:15])(=[O:4])=[O:3].[Cl:16]C1C=CC(CO)=C(OC)C=1, predict the reaction product. The product is: [CH3:1][S:2]([O:5][CH2:6][C:7]1[CH:12]=[CH:11][C:10]([Cl:16])=[CH:9][C:8]=1[O:14][CH3:15])(=[O:4])=[O:3]. (7) Given the reactants [NH2:1][C:2]1[C:10]2[NH:9][C:8](=[O:11])[NH:7][C:6]=2[CH:5]=[C:4]([C:12]([F:15])([F:14])[F:13])[CH:3]=1.[F:16][C:17]1[CH:18]=[C:19]([CH:23]=[C:24]([F:27])[C:25]=1[F:26])[C:20](O)=[O:21], predict the reaction product. The product is: [F:16][C:17]1[CH:18]=[C:19]([CH:23]=[C:24]([F:27])[C:25]=1[F:26])[C:20]([NH:1][C:2]1[C:10]2[NH:9][C:8](=[O:11])[NH:7][C:6]=2[CH:5]=[C:4]([C:12]([F:15])([F:14])[F:13])[CH:3]=1)=[O:21].